This data is from NCI-60 drug combinations with 297,098 pairs across 59 cell lines. The task is: Regression. Given two drug SMILES strings and cell line genomic features, predict the synergy score measuring deviation from expected non-interaction effect. (1) Drug 1: C(=O)(N)NO. Drug 2: CN(C(=O)NC(C=O)C(C(C(CO)O)O)O)N=O. Cell line: MOLT-4. Synergy scores: CSS=5.27, Synergy_ZIP=-2.38, Synergy_Bliss=-1.10, Synergy_Loewe=-2.07, Synergy_HSA=-0.781. (2) Drug 1: C1=CC(=C2C(=C1NCCNCCO)C(=O)C3=C(C=CC(=C3C2=O)O)O)NCCNCCO. Drug 2: CC1=C(C=C(C=C1)NC(=O)C2=CC=C(C=C2)CN3CCN(CC3)C)NC4=NC=CC(=N4)C5=CN=CC=C5. Cell line: SK-MEL-28. Synergy scores: CSS=44.1, Synergy_ZIP=-1.13, Synergy_Bliss=2.96, Synergy_Loewe=-35.8, Synergy_HSA=1.45. (3) Drug 1: CCC1(CC2CC(C3=C(CCN(C2)C1)C4=CC=CC=C4N3)(C5=C(C=C6C(=C5)C78CCN9C7C(C=CC9)(C(C(C8N6C)(C(=O)OC)O)OC(=O)C)CC)OC)C(=O)OC)O. Drug 2: COCCOC1=C(C=C2C(=C1)C(=NC=N2)NC3=CC=CC(=C3)C#C)OCCOC. Cell line: HCT116. Synergy scores: CSS=79.8, Synergy_ZIP=12.0, Synergy_Bliss=10.1, Synergy_Loewe=9.09, Synergy_HSA=13.3. (4) Drug 1: C1=NC(=NC(=O)N1C2C(C(C(O2)CO)O)O)N. Drug 2: CCC1(C2=C(COC1=O)C(=O)N3CC4=CC5=C(C=CC(=C5CN(C)C)O)N=C4C3=C2)O.Cl. Cell line: OVCAR-4. Synergy scores: CSS=19.4, Synergy_ZIP=-11.6, Synergy_Bliss=-1.62, Synergy_Loewe=-3.73, Synergy_HSA=-1.33. (5) Drug 1: C1=CC(=CC=C1CCCC(=O)O)N(CCCl)CCCl. Drug 2: B(C(CC(C)C)NC(=O)C(CC1=CC=CC=C1)NC(=O)C2=NC=CN=C2)(O)O. Cell line: MALME-3M. Synergy scores: CSS=11.2, Synergy_ZIP=-7.86, Synergy_Bliss=-7.26, Synergy_Loewe=-10.2, Synergy_HSA=-5.59. (6) Drug 1: C1=CN(C(=O)N=C1N)C2C(C(C(O2)CO)O)O.Cl. Drug 2: CCC1(CC2CC(C3=C(CCN(C2)C1)C4=CC=CC=C4N3)(C5=C(C=C6C(=C5)C78CCN9C7C(C=CC9)(C(C(C8N6C=O)(C(=O)OC)O)OC(=O)C)CC)OC)C(=O)OC)O.OS(=O)(=O)O. Cell line: A549. Synergy scores: CSS=47.7, Synergy_ZIP=-8.12, Synergy_Bliss=-5.37, Synergy_Loewe=-9.95, Synergy_HSA=-3.67. (7) Drug 1: C1=C(C(=O)NC(=O)N1)N(CCCl)CCCl. Drug 2: C1CN(P(=O)(OC1)NCCCl)CCCl. Cell line: RXF 393. Synergy scores: CSS=16.1, Synergy_ZIP=-7.40, Synergy_Bliss=-0.0901, Synergy_Loewe=-10.8, Synergy_HSA=-0.272. (8) Drug 2: C1CC(=O)NC(=O)C1N2C(=O)C3=CC=CC=C3C2=O. Synergy scores: CSS=1.83, Synergy_ZIP=0.471, Synergy_Bliss=2.34, Synergy_Loewe=-4.37, Synergy_HSA=-3.21. Drug 1: CC1=CC=C(C=C1)C2=CC(=NN2C3=CC=C(C=C3)S(=O)(=O)N)C(F)(F)F. Cell line: SR.